From a dataset of Catalyst prediction with 721,799 reactions and 888 catalyst types from USPTO. Predict which catalyst facilitates the given reaction. (1) Reactant: C1(P(C2C=CC=CC=2)C2C=CC=CC=2)C=CC=CC=1.CCOC(/N=N/C(OCC)=O)=O.[F:32][C:33]1[C:41]([OH:42])=[CH:40][CH:39]=[C:38]([F:43])[C:34]=1[C:35]([NH2:37])=[O:36].[CH3:44][O:45][C:46]1[CH:51]=[CH:50][C:49]([C:52]2[N:53]=[C:54]([C@H:57](O)[CH3:58])[O:55][CH:56]=2)=[CH:48][CH:47]=1.C[N+](CC(O)=O)(C)C. Product: [F:32][C:33]1[C:41]([O:42][C@H:57]([C:54]2[O:55][CH:56]=[C:52]([C:49]3[CH:50]=[CH:51][C:46]([O:45][CH3:44])=[CH:47][CH:48]=3)[N:53]=2)[CH3:58])=[CH:40][CH:39]=[C:38]([F:43])[C:34]=1[C:35]([NH2:37])=[O:36]. The catalyst class is: 1. (2) Reactant: N.[CH2:2]([S:4][C:5]1[CH:10]=[CH:9][N:8]=[CH:7][C:6]=1[C:11]#[N:12])[CH3:3]. Product: [CH2:2]([S:4][C:5]1[CH:10]=[CH:9][N:8]=[CH:7][C:6]=1[CH2:11][NH2:12])[CH3:3]. The catalyst class is: 94. (3) Reactant: [N:1]1([C:6]2[N:11]3[CH:12]=[C:13]([CH2:15][N:16]([CH:29]4[C:38]5[N:37]=[CH:36][CH:35]=[CH:34][C:33]=5[CH2:32][CH2:31][CH2:30]4)[CH2:17][CH2:18][CH2:19][CH2:20][NH:21]C(=O)OC(C)(C)C)[N:14]=[C:10]3[CH:9]=[CH:8][CH:7]=2)[CH2:5][CH2:4][CH2:3][CH2:2]1.FC(F)(F)C(O)=O. Product: [N:1]1([C:6]2[N:11]3[CH:12]=[C:13]([CH2:15][N:16]([CH:29]4[C:38]5[N:37]=[CH:36][CH:35]=[CH:34][C:33]=5[CH2:32][CH2:31][CH2:30]4)[CH2:17][CH2:18][CH2:19][CH2:20][NH2:21])[N:14]=[C:10]3[CH:9]=[CH:8][CH:7]=2)[CH2:5][CH2:4][CH2:3][CH2:2]1. The catalyst class is: 4. (4) Reactant: [NH2:1][C:2]1[N:7]=[C:6](Cl)[N:5]=[C:4]([O:9][CH2:10][C:11]([NH:13][C:14]2[CH:19]=[CH:18][CH:17]=[C:16]([C:20]([F:23])([F:22])[F:21])[CH:15]=2)=[O:12])[N:3]=1.[CH3:24][S-:25].[Na+]. Product: [NH2:1][C:2]1[N:7]=[C:6]([S:25][CH3:24])[N:5]=[C:4]([O:9][CH2:10][C:11]([NH:13][C:14]2[CH:19]=[CH:18][CH:17]=[C:16]([C:20]([F:23])([F:22])[F:21])[CH:15]=2)=[O:12])[N:3]=1. The catalyst class is: 2. (5) Reactant: Cl.C(OC(=O)[NH:8][C:9]1[C:10]([C:16](=[O:25])[NH:17][C:18]2[CH:23]=[CH:22][N:21]=[C:20]([Cl:24])[CH:19]=2)=[N:11][C:12]([CH3:15])=[CH:13][CH:14]=1)(C)(C)C. Product: [Cl:24][C:20]1[CH:19]=[C:18]([NH:17][C:16]([C:10]2[C:9]([NH2:8])=[CH:14][CH:13]=[C:12]([CH3:15])[N:11]=2)=[O:25])[CH:23]=[CH:22][N:21]=1. The catalyst class is: 5.